Task: Regression. Given a peptide amino acid sequence and an MHC pseudo amino acid sequence, predict their binding affinity value. This is MHC class I binding data.. Dataset: Peptide-MHC class I binding affinity with 185,985 pairs from IEDB/IMGT (1) The binding affinity (normalized) is 0.217. The peptide sequence is PSTDVNKQNK. The MHC is HLA-A31:01 with pseudo-sequence HLA-A31:01. (2) The peptide sequence is REQASYLYV. The MHC is HLA-B27:05 with pseudo-sequence HLA-B27:05. The binding affinity (normalized) is 0.0847. (3) The peptide sequence is WKAIGAYIL. The MHC is HLA-A02:19 with pseudo-sequence HLA-A02:19. The binding affinity (normalized) is 0.0847. (4) The peptide sequence is IANELNYILW. The MHC is HLA-B53:01 with pseudo-sequence HLA-B53:01. The binding affinity (normalized) is 0.595. (5) The peptide sequence is TMPLVMAWR. The MHC is HLA-A31:01 with pseudo-sequence HLA-A31:01. The binding affinity (normalized) is 0.802. (6) The peptide sequence is KSLTTTMQFK. The MHC is HLA-A29:02 with pseudo-sequence HLA-A29:02. The binding affinity (normalized) is 0.0847. (7) The peptide sequence is EVAESVMFM. The MHC is HLA-A69:01 with pseudo-sequence HLA-A69:01. The binding affinity (normalized) is 1.00. (8) The peptide sequence is KFGFGGPNCT. The MHC is H-2-Kd with pseudo-sequence H-2-Kd. The binding affinity (normalized) is 0. (9) The peptide sequence is FLPRHRDTGI. The MHC is HLA-A02:01 with pseudo-sequence HLA-A02:01. The binding affinity (normalized) is 0.213.